This data is from Reaction yield outcomes from USPTO patents with 853,638 reactions. The task is: Predict the reaction yield, written as a fraction of the theoretical maximum amount of product (1.0 means a 100% yield; for example, 0.34 means a 34% yield). (1) The reactants are [Cl:1][C:2]1[C:9]([O:10][CH3:11])=[C:8]([O:12][CH3:13])[CH:7]=[CH:6][C:3]=1[CH:4]=O.[N+:14]([CH3:17])([O-:16])=[O:15].C([O-])(=O)C.[NH4+]. The catalyst is C(O)(=O)C.[Cl-].[Na+].O. The product is [Cl:1][C:2]1[C:9]([O:10][CH3:11])=[C:8]([O:12][CH3:13])[CH:7]=[CH:6][C:3]=1/[CH:4]=[CH:17]/[N+:14]([O-:16])=[O:15]. The yield is 1.00. (2) The reactants are C[O:2][C:3]1[C:4]2[C:11]([C:12]3[CH:17]=[CH:16][CH:15]=[CH:14][CH:13]=3)=[C:10]([C:18]3[CH:23]=[CH:22][C:21]([C:24]4([NH:28][C:29](=[O:35])[O:30][C:31]([CH3:34])([CH3:33])[CH3:32])[CH2:27][CH2:26][CH2:25]4)=[CH:20][CH:19]=3)[O:9][C:5]=2[N:6]=[CH:7][N:8]=1.[OH-].[Na+]. The catalyst is O1CCOCC1.CCOC(C)=O.[Cl-].[Na+].O. The product is [O:2]=[C:3]1[NH:8][CH:7]=[N:6][C:5]2[O:9][C:10]([C:18]3[CH:23]=[CH:22][C:21]([C:24]4([NH:28][C:29](=[O:35])[O:30][C:31]([CH3:33])([CH3:32])[CH3:34])[CH2:25][CH2:26][CH2:27]4)=[CH:20][CH:19]=3)=[C:11]([C:12]3[CH:13]=[CH:14][CH:15]=[CH:16][CH:17]=3)[C:4]1=2. The yield is 0.470.